From a dataset of Reaction yield outcomes from USPTO patents with 853,638 reactions. Predict the reaction yield, written as a fraction of the theoretical maximum amount of product (1.0 means a 100% yield; for example, 0.34 means a 34% yield). (1) The reactants are Cl[C:2]1[C:3]2[C:10]3[CH2:11][CH2:12][CH:13]([C:15]([O:17][CH2:18][CH3:19])=[O:16])[CH2:14][C:9]=3[S:8][C:4]=2[N:5]=[CH:6][N:7]=1.[NH2:20][C:21]1[CH:22]=[C:23]2[C:27](=[CH:28][CH:29]=1)[NH:26][N:25]=[CH:24]2.Cl.O.[CH3:32]C(O)C. The product is [NH:26]1[C:27]2[C:23](=[CH:22][C:21]([NH:20][C:2]3[C:3]4[C:10]5[CH2:11][CH2:12][CH:13]([C:15]([O:17][CH:18]([CH3:19])[CH3:32])=[O:16])[CH2:14][C:9]=5[S:8][C:4]=4[N:5]=[CH:6][N:7]=3)=[CH:29][CH:28]=2)[CH:24]=[N:25]1. The yield is 0.0300. No catalyst specified. (2) The reactants are [CH2:1]([C@H:3]1[N:12]([C:13](=[O:22])[C:14]2[CH:19]=[CH:18][C:17]([O:20][CH3:21])=[CH:16][CH:15]=2)[C:11]2[C:6](=[CH:7][CH:8]=[C:9]([F:23])[CH:10]=2)[NH:5][C:4]1=[O:24])[CH3:2].Br[CH2:26][CH2:27][CH2:28][CH3:29].C([C@H]1N(C(=O)C2C=CC=C(OC)C=2)C2C(=CC(F)=CC=2)N(C)C1=O)C. No catalyst specified. The product is [CH2:26]([N:5]1[C:6]2[C:11](=[CH:10][C:9]([F:23])=[CH:8][CH:7]=2)[N:12]([C:13](=[O:22])[C:14]2[CH:19]=[CH:18][C:17]([O:20][CH3:21])=[CH:16][CH:15]=2)[C@H:3]([CH2:1][CH3:2])[C:4]1=[O:24])[CH2:27][CH2:28][CH3:29]. The yield is 0.760.